From a dataset of Full USPTO retrosynthesis dataset with 1.9M reactions from patents (1976-2016). Predict the reactants needed to synthesize the given product. (1) Given the product [CH2:41]([NH:12][CH2:13][C:14]1[CH:15]=[N:16][CH:17]=[C:18]([C:21]2[CH:22]=[C:23]3[C:27](=[CH:28][CH:29]=2)[NH:26][N:25]=[C:24]3[C:36]2[NH:2][N:3]=[C:38]([CH3:39])[CH:37]=2)[C:19]=1[CH3:20])[CH3:42], predict the reactants needed to synthesize it. The reactants are: Cl.[NH2:2][NH2:3].II.C(OC(=O)[N:12]([CH2:41][CH3:42])[CH2:13][C:14]1[CH:15]=[N:16][CH:17]=[C:18]([C:21]2[CH:22]=[C:23]3[C:27](=[CH:28][CH:29]=2)[N:26](C2CCCCO2)[N:25]=[C:24]3[CH:36]=[CH:37][C:38](=O)[CH3:39])[C:19]=1[CH3:20])(C)(C)C. (2) Given the product [CH3:1][C:2]1([NH:7][C:8](=[O:17])[O:9][CH2:10][C:11]2[CH:16]=[CH:15][CH:14]=[CH:13][CH:12]=2)[CH2:5][C:4](=[O:18])[CH2:3]1, predict the reactants needed to synthesize it. The reactants are: [CH3:1][C:2]1([NH:7][C:8](=[O:17])[O:9][CH2:10][C:11]2[CH:16]=[CH:15][CH:14]=[CH:13][CH:12]=2)[CH2:5][C:4](=C)[CH2:3]1.[OH2:18].CC1C=CC=C(C)N=1. (3) Given the product [NH2:8][C:9]1[CH:14]=[C:13]([N:15]2[CH2:20][CH2:19][N:18]([CH3:21])[CH2:17][CH2:16]2)[N:12]=[CH:11][C:10]=1[CH2:22][OH:23], predict the reactants needed to synthesize it. The reactants are: C([NH:8][C:9]1[CH:14]=[C:13]([N:15]2[CH2:20][CH2:19][N:18]([CH3:21])[CH2:17][CH2:16]2)[N:12]=[CH:11][C:10]=1[CH2:22][OH:23])C1C=CC=CC=1.C([O-])=O.[NH4+]. (4) Given the product [CH2:1]([C:3]1[N:7]([CH3:8])[N:6]=[C:5]([C:9]2[CH2:10][C@@H:11]3[C@@H:21]([C@H:22]([OH:24])[CH3:23])[C:20](=[O:25])[N:12]3[C:13]=2[C:14]([O-:16])=[O:15])[CH:4]=1)[CH3:2].[Na+:45], predict the reactants needed to synthesize it. The reactants are: [CH2:1]([C:3]1[N:7]([CH3:8])[N:6]=[C:5]([C:9]2[CH2:10][C@@H:11]3[C@@H:21]([C@H:22]([OH:24])[CH3:23])[C:20](=[O:25])[N:12]3[C:13]=2[C:14]([O:16]CC=C)=[O:15])[CH:4]=1)[CH3:2].C(OCC)(=O)C.ClCCl.C(C(CCCC)C([O-])=O)C.[Na+:45].C1(P(C2C=CC=CC=2)C2C=CC=CC=2)C=CC=CC=1. (5) Given the product [F:28][C:25]1[CH:26]=[CH:27][C:22]([S:19]([N:17]([CH:13]2[CH2:14][CH2:15][C:16]3[N:8]([CH2:7][C:6]([OH:33])=[O:5])[C:9]4[CH:32]=[CH:31][CH:30]=[N:29][C:10]=4[C:11]=3[CH2:12]2)[CH3:18])(=[O:21])=[O:20])=[CH:23][CH:24]=1, predict the reactants needed to synthesize it. The reactants are: C([O:5][C:6](=[O:33])[CH2:7][N:8]1[C:16]2[CH2:15][CH2:14][CH:13]([N:17]([S:19]([C:22]3[CH:27]=[CH:26][C:25]([F:28])=[CH:24][CH:23]=3)(=[O:21])=[O:20])[CH3:18])[CH2:12][C:11]=2[C:10]2[N:29]=[CH:30][CH:31]=[CH:32][C:9]1=2)(C)(C)C.CO.[OH-].[Na+].Cl. (6) Given the product [F:18][C:19]1[CH:20]=[C:21]([C:25]2[CH:30]=[CH:29][N:28]=[C:27]([N:31]3[CH2:36][CH2:35][N:34]([C:8]([NH:7][C:3]4[CH:2]=[N:1][CH:6]=[CH:5][CH:4]=4)=[O:15])[CH2:33][CH2:32]3)[N:26]=2)[CH:22]=[CH:23][CH:24]=1, predict the reactants needed to synthesize it. The reactants are: [N:1]1[CH:6]=[CH:5][CH:4]=[C:3]([NH:7][C:8](=[O:15])OCC(Cl)(Cl)Cl)[CH:2]=1.Cl.Cl.[F:18][C:19]1[CH:20]=[C:21]([C:25]2[CH:30]=[CH:29][N:28]=[C:27]([N:31]3[CH2:36][CH2:35][NH:34][CH2:33][CH2:32]3)[N:26]=2)[CH:22]=[CH:23][CH:24]=1. (7) Given the product [CH2:8]([O:10][C:11]1[CH:16]=[CH:15][C:14]([C:17]2[CH:22]=[CH:21][C:20]([CH:23]3[CH2:28][CH2:27][CH:26]([CH:29]4[CH2:30][CH2:31][CH:32]([CH2:35][CH2:36][CH3:37])[CH2:33][CH2:34]4)[O:25][CH:24]3[OH:38])=[C:19]([F:39])[C:18]=2[F:40])=[C:13]([F:41])[C:12]=1[F:42])[CH3:9], predict the reactants needed to synthesize it. The reactants are: C1(C)C=CC=CC=1.[CH2:8]([O:10][C:11]1[CH:16]=[CH:15][C:14]([C:17]2[CH:22]=[CH:21][C:20]([CH:23]3[CH2:28][CH2:27][CH:26]([CH:29]4[CH2:34][CH2:33][CH:32]([CH2:35][CH2:36][CH3:37])[CH2:31][CH2:30]4)[O:25][C:24]3=[O:38])=[C:19]([F:39])[C:18]=2[F:40])=[C:13]([F:41])[C:12]=1[F:42])[CH3:9].[H-].C([Al+]CC(C)C)C(C)C. (8) Given the product [C:19]([C:21]1[CH:26]=[CH:25][CH:24]=[CH:23][C:22]=1[C:27]1[CH:32]=[CH:31][C:30]([C:6]([N:8]2[CH2:12][C:11](=[N:13][O:14][CH3:15])[CH2:10][C@H:9]2[C:16]([O:18][CH3:36])=[O:17])=[O:7])=[CH:29][CH:28]=1)#[N:20], predict the reactants needed to synthesize it. The reactants are: C(O[C:6]([N:8]1[CH2:12][C:11](=[N:13][O:14][CH3:15])[CH2:10][C@H:9]1[C:16]([OH:18])=[O:17])=[O:7])(C)(C)C.[C:19]([C:21]1[CH:26]=[CH:25][CH:24]=[CH:23][C:22]=1[C:27]1[CH:32]=[CH:31][C:30](C(O)=O)=[CH:29][CH:28]=1)#[N:20].[CH3:36]O. (9) The reactants are: [CH3:1][C:2]1([C:5]([NH2:7])=[O:6])[CH2:4][CH2:3]1.C[Si]([N-][Si](C)(C)C)(C)C.[Li+].Cl[C:19]([O:21][C:22]([CH3:24])=[CH2:23])=[O:20]. Given the product [CH3:1][C:2]1([C:5]([NH:7][C:19](=[O:20])[O:21][C:22]([CH3:24])=[CH2:23])=[O:6])[CH2:4][CH2:3]1, predict the reactants needed to synthesize it.